Dataset: Reaction yield outcomes from USPTO patents with 853,638 reactions. Task: Predict the reaction yield, written as a fraction of the theoretical maximum amount of product (1.0 means a 100% yield; for example, 0.34 means a 34% yield). (1) The reactants are [NH2:1][CH2:2][CH2:3][CH:4]([OH:6])[CH3:5].[C:7](O[C:7]([O:9][C:10]([CH3:13])([CH3:12])[CH3:11])=[O:8])([O:9][C:10]([CH3:13])([CH3:12])[CH3:11])=[O:8]. The catalyst is C(Cl)Cl. The product is [OH:6][CH:4]([CH3:5])[CH2:3][CH2:2][NH:1][C:7](=[O:8])[O:9][C:10]([CH3:13])([CH3:12])[CH3:11]. The yield is 0.990. (2) The reactants are [Cl:1][C:2]1[CH:7]=[CH:6][C:5]([C:8]2[NH:9][C:10]3[N:11]([N:15]=[CH:16][C:17]=3[CH2:18][C:19](O)=[O:20])[C:12](=[O:14])[CH:13]=2)=[CH:4][C:3]=1[O:22][CH3:23].Cl.[CH2:25]([NH2:27])[CH3:26].C(Cl)CCl.C1C=CC2N(O)N=NC=2C=1.C(N(CC)CC)C. The catalyst is CN(C=O)C. The product is [Cl:1][C:2]1[CH:7]=[CH:6][C:5]([C:8]2[NH:9][C:10]3[N:11]([N:15]=[CH:16][C:17]=3[CH2:18][C:19]([NH:27][CH2:25][CH3:26])=[O:20])[C:12](=[O:14])[CH:13]=2)=[CH:4][C:3]=1[O:22][CH3:23]. The yield is 0.850. (3) The reactants are C([O:4][CH2:5]/[C:6](/[CH3:14])=[CH:7]/[C:8]1[CH:13]=CC=C[CH:9]=1)C=C.[CH:15]1[CH:20]=[CH:19][CH:18]=[CH:17][CH:16]=1. No catalyst specified. The product is [CH3:14][CH:6]([CH2:7]/[C:8](/[CH3:13])=[CH:9]/[C:15]1[CH:20]=[CH:19][CH:18]=[CH:17][CH:16]=1)[CH:5]=[O:4]. The yield is 0.100. (4) The reactants are [NH2:1][C:2]1[N:7]=[C:6]([C:8]#N)[CH:5]=[C:4]([C:10]2[O:11][CH:12]=[CH:13][CH:14]=2)[N:3]=1.S(=O)(=O)(O)[OH:16].[OH2:20]. No catalyst specified. The product is [NH2:1][C:2]1[N:7]=[C:6]([C:8]([OH:16])=[O:20])[CH:5]=[C:4]([C:10]2[O:11][CH:12]=[CH:13][CH:14]=2)[N:3]=1. The yield is 0.900. (5) The reactants are [F:1][C:2]([F:26])([F:25])[O:3][C:4]1[CH:5]=[C:6]([CH:10]([C:14]2[CH:19]=[CH:18][CH:17]=[C:16]([O:20][C:21]([F:24])([F:23])[F:22])[CH:15]=2)[C:11]([OH:13])=[O:12])[CH:7]=[CH:8][CH:9]=1.[Li][CH2:28][CH2:29][CH2:30]C.C([Br:39])C1C=CC=CC=1.[CH2:40]1[CH2:44]O[CH2:42][CH2:41]1. No catalyst specified. The product is [Br:39][C:40]1[CH:44]=[CH:28][C:29]([CH2:30][C:10]([C:14]2[CH:19]=[CH:18][CH:17]=[C:16]([O:20][C:21]([F:24])([F:23])[F:22])[CH:15]=2)([C:6]2[CH:7]=[CH:8][CH:9]=[C:4]([O:3][C:2]([F:25])([F:26])[F:1])[CH:5]=2)[C:11]([OH:13])=[O:12])=[CH:42][CH:41]=1. The yield is 0.810.